This data is from Full USPTO retrosynthesis dataset with 1.9M reactions from patents (1976-2016). The task is: Predict the reactants needed to synthesize the given product. Given the product [C:23]([O:27][C:28]([N:30]1[CH2:33][CH:32]([CH2:34][NH:35][C:36]2[N:41]=[C:40]([C:15]3[CH:16]=[CH:17][C:18]([NH2:21])=[CH:19][CH:20]=3)[N:39]=[C:38]([N:43]3[CH2:48][CH2:47][O:46][CH2:45][CH2:44]3)[N:37]=2)[CH2:31]1)=[O:29])([CH3:26])([CH3:24])[CH3:25], predict the reactants needed to synthesize it. The reactants are: C([O-])([O-])=O.[Na+].[Na+].CC1(C)C(C)(C)OB([C:15]2[CH:20]=[CH:19][C:18]([NH2:21])=[CH:17][CH:16]=2)O1.[C:23]([O:27][C:28]([N:30]1[CH2:33][CH:32]([CH2:34][NH:35][C:36]2[N:41]=[C:40](Cl)[N:39]=[C:38]([N:43]3[CH2:48][CH2:47][O:46][CH2:45][CH2:44]3)[N:37]=2)[CH2:31]1)=[O:29])([CH3:26])([CH3:25])[CH3:24].